The task is: Predict the reactants needed to synthesize the given product.. This data is from Full USPTO retrosynthesis dataset with 1.9M reactions from patents (1976-2016). (1) The reactants are: CC(C(=P(C1C=CC=CC=1)(C1C=CC=CC=1)C1C=CC=CC=1)C([O-])=O)(C)C.[CH:28]([C:30]1[C:38]2[C:33](=[CH:34][C:35]([C:39]#[N:40])=[CH:36][CH:37]=2)[NH:32][CH:31]=1)=O.C1(P(=[CH:60][C:61]([O:63][C:64]([CH3:67])([CH3:66])[CH3:65])=[O:62])(C2C=CC=CC=2)C2C=CC=CC=2)C=CC=CC=1. Given the product [C:39]([C:35]1[CH:34]=[C:33]2[C:38]([C:30](/[CH:28]=[CH:60]/[C:61]([O:63][C:64]([CH3:67])([CH3:66])[CH3:65])=[O:62])=[CH:31][NH:32]2)=[CH:37][CH:36]=1)#[N:40], predict the reactants needed to synthesize it. (2) Given the product [CH3:66][N:63]1[CH2:64][CH2:65][CH:60]([CH2:59][O:58][C:13]2[CH:12]=[C:11]([NH:14][C:15]3[N:20]=[C:19]([C:21]4[C:22]([C:26]5[CH:27]=[CH:28][C:29]([CH3:32])=[CH:30][CH:31]=5)=[N:23][NH:24][CH:25]=4)[CH:18]=[CH:17][N:16]=3)[CH:10]=[CH:9][CH:8]=2)[CH2:61][CH2:62]1, predict the reactants needed to synthesize it. The reactants are: CN1CCN([C:8]2[CH:13]=[CH:12][C:11]([NH:14][C:15]3[N:20]=[C:19]([C:21]4[C:22]([C:26]5[CH:31]=[CH:30][C:29]([CH3:32])=[CH:28][CH:27]=5)=[N:23][NH:24][CH:25]=4)[CH:18]=[CH:17][N:16]=3)=[CH:10][CH:9]=2)CC1.ClC1C=CC(C2C(C3C=CN=C(NC4C=CC=C([O:58][CH2:59][CH:60]5[CH2:65][CH2:64][N:63]([CH3:66])[CH2:62][CH2:61]5)C=4)N=3)=CNN=2)=CC=1. (3) Given the product [CH2:13]([N:20]1[CH2:25][CH2:24][C:23]([CH3:1])([C:26]([O:28][CH2:29][CH3:30])=[O:27])[CH2:22][CH2:21]1)[C:14]1[CH:15]=[CH:16][CH:17]=[CH:18][CH:19]=1, predict the reactants needed to synthesize it. The reactants are: [CH:1](NC(C)C)(C)C.C([Li])CCC.[CH2:13]([N:20]1[CH2:25][CH2:24][CH:23]([C:26]([O:28][CH2:29][CH3:30])=[O:27])[CH2:22][CH2:21]1)[C:14]1[CH:19]=[CH:18][CH:17]=[CH:16][CH:15]=1.IC. (4) Given the product [O:9]1[CH:10]=[CH:11][CH:12]=[C:8]1[C:6]1[N:5]=[C:4]([NH:13][C:14](=[O:17])[CH2:15][CH3:16])[CH:3]=[C:2]([C:20]2[CH:19]=[N:18][CH:23]=[CH:22][CH:21]=2)[N:7]=1, predict the reactants needed to synthesize it. The reactants are: Cl[C:2]1[N:7]=[C:6]([C:8]2[O:9][CH:10]=[CH:11][CH:12]=2)[N:5]=[C:4]([NH:13][C:14](=[O:17])[CH2:15][CH3:16])[CH:3]=1.[N:18]1[CH:23]=[CH:22][CH:21]=[C:20](B(O)O)[CH:19]=1.C(=O)([O-])[O-].[K+].[K+].O. (5) Given the product [C:8]([C:7]1[CH:11]=[CH:12][CH:13]=[CH:14][C:6]=1[C:5](=[O:15])[C:21]1[CH:22]=[CH:23][C:16]([OH:17])=[CH:18][C:19]=1[OH:20])([OH:10])=[O:9], predict the reactants needed to synthesize it. The reactants are: [Al+3].[Cl-].[Cl-].[Cl-].[C:5]1(=[O:15])[O:10][C:8](=[O:9])[C:7]2=[CH:11][CH:12]=[CH:13][CH:14]=[C:6]12.[C:16]1([CH:23]=[CH:22][CH:21]=[C:19]([OH:20])[CH:18]=1)[OH:17]. (6) Given the product [Cl:15][C:16]1[CH:21]=[CH:20][CH:19]=[CH:18][C:17]=1[C:22]1[CH:27]=[CH:26][CH:25]=[CH:24][C:23]=1[CH2:28][N:12]1[CH2:13][CH2:14][N:9]([C:4]2[CH:5]=[CH:6][CH:7]=[CH:8][C:3]=2[O:2][CH3:1])[CH2:10][CH2:11]1, predict the reactants needed to synthesize it. The reactants are: [CH3:1][O:2][C:3]1[CH:8]=[CH:7][CH:6]=[CH:5][C:4]=1[N:9]1[CH2:14][CH2:13][NH:12][CH2:11][CH2:10]1.[Cl:15][C:16]1[CH:21]=[CH:20][CH:19]=[CH:18][C:17]=1[C:22]1[C:23]([CH:28]=O)=[CH:24][CH:25]=[CH:26][CH:27]=1.[BH-](OC(C)=O)(OC(C)=O)OC(C)=O.[Na+].C1(C2C=CC=CC=2)C=CC=CC=1CN1CCN(C2C=CC=CC=2)CC1. (7) Given the product [CH:3]1([C:9]2[C:17]3[CH:16]=[CH:15][C:14]([C:18]([O:20][CH3:21])=[O:19])=[CH:13][C:12]=3[N:11]3[C:10]=2[C:22]2[CH:27]=[CH:26][CH:25]=[CH:24][C:23]=2[O:28][CH2:39][C:31]2([CH2:36][O:35][C:34]([CH3:38])([CH3:37])[O:33][CH2:32]2)[CH2:30]3)[CH2:8][CH2:7][CH2:6][CH2:5][CH2:4]1, predict the reactants needed to synthesize it. The reactants are: [H-].[Na+].[CH:3]1([C:9]2[C:17]3[C:12](=[CH:13][C:14]([C:18]([O:20][CH3:21])=[O:19])=[CH:15][CH:16]=3)[NH:11][C:10]=2[C:22]2[CH:27]=[CH:26][CH:25]=[CH:24][C:23]=2[OH:28])[CH2:8][CH2:7][CH2:6][CH2:5][CH2:4]1.Br[CH2:30][C:31]1([CH2:39]Br)[CH2:36][O:35][C:34]([CH3:38])([CH3:37])[O:33][CH2:32]1. (8) Given the product [CH:26]1[C:25]([CH2:42][C@H:43]([NH2:47])[C:44]([OH:46])=[O:45])=[CH:24][C:29]([I:30])=[C:28]([O:31][C:32]2[CH:37]=[C:36]([I:38])[C:35]([OH:39])=[C:34]([I:40])[CH:33]=2)[C:27]=1[I:41], predict the reactants needed to synthesize it. The reactants are: C1C(OC2C(I)=CC(C[C@H](N)C(O)=O)=CC=2I)=CC(I)=C(O)C=1.[CH:24]1[C:25]([CH2:42][C@H:43]([NH2:47])[C:44]([O-:46])=[O:45])=[CH:26][C:27]([I:41])=[C:28]([O:31][C:32]2[CH:33]=[C:34]([I:40])[C:35]([OH:39])=[C:36]([I:38])[CH:37]=2)[C:29]=1[I:30].O.[Na+].C(O)[C@H]([C@H]([C@@H]([C@@H](CO)O)O)O)O. (9) Given the product [N+:1]([C:4]1[CH:12]=[CH:11][CH:10]=[C:9]2[C:5]=1[CH:6]([CH2:17][C:18]([O:20][CH2:21][CH3:22])=[O:19])[C:7](=[O:13])[NH:8]2)([O-:3])=[O:2], predict the reactants needed to synthesize it. The reactants are: [N+:1]([C:4]1[CH:12]=[CH:11][CH:10]=[C:9]2[C:5]=1[CH2:6][C:7](=[O:13])[NH:8]2)([O-:3])=[O:2].[H-].[Na+].Br[CH2:17][C:18]([O:20][CH2:21][CH3:22])=[O:19].